This data is from HIV replication inhibition screening data with 41,000+ compounds from the AIDS Antiviral Screen. The task is: Binary Classification. Given a drug SMILES string, predict its activity (active/inactive) in a high-throughput screening assay against a specified biological target. The result is 0 (inactive). The molecule is CCCN1CN(C(C(=O)NC2C(=O)N3C(C(=O)O)=C(C)CSC23)c2ccccc2)CSC1=S.